Dataset: Forward reaction prediction with 1.9M reactions from USPTO patents (1976-2016). Task: Predict the product of the given reaction. (1) Given the reactants [N:1]1[C:6]2[NH:7][CH:8]=[CH:9][C:5]=2[C:4]([C:10]2[C:11]([NH:16][C:17]3[C:26]([CH3:27])=[CH:25][CH:24]=[C:23]4[C:18]=3[CH:19]=[CH:20][NH:21][C:22]4=O)=[N:12][CH:13]=[CH:14][CH:15]=2)=[N:3][CH:2]=1.P(Cl)(Cl)([Cl:31])=O, predict the reaction product. The product is: [N:1]1[C:6]2[NH:7][CH:8]=[CH:9][C:5]=2[C:4]([C:10]2[C:11]([NH:16][C:17]3[C:18]4[CH:19]=[CH:20][N:21]=[C:22]([Cl:31])[C:23]=4[CH:24]=[CH:25][C:26]=3[CH3:27])=[N:12][CH:13]=[CH:14][CH:15]=2)=[N:3][CH:2]=1. (2) Given the reactants [NH2:1][C:2]1[CH:3]=[N:4][C:5]2[C:10]([C:11]=1[NH:12][CH2:13][CH2:14][CH2:15][CH2:16][CH2:17][C:18]([O:20][CH2:21][CH3:22])=[O:19])=[CH:9][CH:8]=[CH:7][CH:6]=2.[C:23](OC)(OC)(OC)[CH2:24][CH2:25][CH3:26], predict the reaction product. The product is: [CH2:24]([C:23]1[N:12]([CH2:13][CH2:14][CH2:15][CH2:16][CH2:17][C:18]([O:20][CH2:21][CH3:22])=[O:19])[C:11]2[C:10]3[CH:9]=[CH:8][CH:7]=[CH:6][C:5]=3[N:4]=[CH:3][C:2]=2[N:1]=1)[CH2:25][CH3:26]. (3) Given the reactants [CH3:1]N(C(ON1N=NC2C=CC=NC1=2)=[N+](C)C)C.F[P-](F)(F)(F)(F)F.C(N(CC)C(C)C)(C)C.[NH2:34][C:35]1[C:36]([C:45]([OH:47])=O)=[CH:37][C:38]2[C:43]([CH:44]=1)=[CH:42][CH:41]=[CH:40][CH:39]=2.[NH2:48][C@@H:49]([CH:53]1[CH2:58][CH2:57][CH:56]([OH:59])[CH2:55][CH2:54]1)[C:50]([OH:52])=[O:51].C([O-])(O)=O.[Na+], predict the reaction product. The product is: [NH2:34][C:35]1[C:36]([C:45]([NH:48][C@@H:49]([CH:53]2[CH2:58][CH2:57][CH:56]([OH:59])[CH2:55][CH2:54]2)[C:50]([O:52][CH3:1])=[O:51])=[O:47])=[CH:37][C:38]2[C:43]([CH:44]=1)=[CH:42][CH:41]=[CH:40][CH:39]=2. (4) The product is: [F:17][C:18]1[CH:28]=[CH:27][CH:26]=[CH:25][C:19]=1[CH:20]=[CH:21][C:22]([NH:16][C@H:14]([C:10]1[CH:11]=[CH:12][CH:13]=[C:8]([N:2]2[CH2:7][CH2:6][O:5][CH2:4][CH2:3]2)[CH:9]=1)[CH3:15])=[O:23]. Given the reactants Cl.[N:2]1([C:8]2[CH:9]=[C:10]([C@@H:14]([NH2:16])[CH3:15])[CH:11]=[CH:12][CH:13]=2)[CH2:7][CH2:6][O:5][CH2:4][CH2:3]1.[F:17][C:18]1[CH:28]=[CH:27][CH:26]=[CH:25][C:19]=1[CH:20]=[CH:21][C:22](O)=[O:23].C(Cl)CCl.C(N(CC)CC)C, predict the reaction product. (5) Given the reactants [CH:1]1([CH:7]([C:9]2[C:10]([CH:24]([CH3:26])[CH3:25])=[N:11][N:12]([C:14]3[CH:19]=[CH:18][C:17]([C:20]([F:23])([F:22])[F:21])=[CH:16][N:15]=3)[CH:13]=2)O)[CH2:6][CH2:5][CH2:4][CH2:3][CH2:2]1.[NH2:27][C:28]1[CH:33]=[CH:32][C:31]([C:34]([N:36]([CH3:44])[CH2:37][CH2:38][C:39]([O:41]CC)=[O:40])=[O:35])=[CH:30][CH:29]=1, predict the reaction product. The product is: [CH:1]1([CH:7]([NH:27][C:28]2[CH:29]=[CH:30][C:31]([C:34]([N:36]([CH3:44])[CH2:37][CH2:38][C:39]([OH:41])=[O:40])=[O:35])=[CH:32][CH:33]=2)[C:9]2[C:10]([CH:24]([CH3:26])[CH3:25])=[N:11][N:12]([C:14]3[CH:19]=[CH:18][C:17]([C:20]([F:23])([F:22])[F:21])=[CH:16][N:15]=3)[CH:13]=2)[CH2:6][CH2:5][CH2:4][CH2:3][CH2:2]1. (6) Given the reactants [C:1]([NH2:5])([CH3:4])([CH3:3])[CH3:2].[Br:6][C:7]1[CH:8]=[C:9]([S:13](Cl)(=[O:15])=[O:14])[CH:10]=[CH:11][CH:12]=1, predict the reaction product. The product is: [Br:6][C:7]1[CH:8]=[C:9]([S:13]([NH:5][C:1]([CH3:4])([CH3:3])[CH3:2])(=[O:15])=[O:14])[CH:10]=[CH:11][CH:12]=1. (7) Given the reactants C(OC([N:8]([C:38]1[CH:43]=[C:42]([C:44]#[N:45])[CH:41]=[CH:40][N:39]=1)[C:9]1[N:14]=[C:13]([C:15]2[CH:16]=[N:17][CH:18]=[C:19]([CH2:21][N:22]3[CH2:27][CH2:26][N:25](C(OC(C)(C)C)=O)[CH2:24][CH2:23]3)[CH:20]=2)[CH:12]=[C:11]([CH:35]2[CH2:37][CH2:36]2)[CH:10]=1)=O)(C)(C)C.CS(O)(=O)=O.[OH-].[Na+], predict the reaction product. The product is: [CH:35]1([C:11]2[CH:10]=[C:9]([NH:8][C:38]3[CH:43]=[C:42]([C:44]#[N:45])[CH:41]=[CH:40][N:39]=3)[N:14]=[C:13]([C:15]3[CH:16]=[N:17][CH:18]=[C:19]([CH2:21][N:22]4[CH2:23][CH2:24][NH:25][CH2:26][CH2:27]4)[CH:20]=3)[CH:12]=2)[CH2:37][CH2:36]1. (8) The product is: [F:35][C:36]1[CH:41]=[CH:40][C:39]([CH2:42][NH:43][C:32](=[O:33])[CH2:31][N:15]2[CH2:16][CH2:17][C:18]([C:19]3[CH:20]=[CH:21][CH:22]=[CH:23][CH:24]=3)([C:25]3[CH:30]=[CH:29][CH:28]=[CH:27][CH:26]=3)[C:14]2=[O:13])=[CH:38][CH:37]=1. Given the reactants Cl.C(N=C=NCCCN(C)C)C.[O:13]=[C:14]1[C:18]([C:25]2[CH:30]=[CH:29][CH:28]=[CH:27][CH:26]=2)([C:19]2[CH:24]=[CH:23][CH:22]=[CH:21][CH:20]=2)[CH2:17][CH2:16][N:15]1[CH2:31][C:32](O)=[O:33].[F:35][C:36]1[CH:41]=[CH:40][C:39]([CH2:42][NH2:43])=[CH:38][CH:37]=1, predict the reaction product. (9) Given the reactants Cl.Cl.Cl.[O:4]1[C:8]2[CH:9]=[CH:10][CH:11]=[C:12]([N:13]3[CH2:18][CH2:17][N:16]([CH2:19][CH2:20][C@H:21]4[CH2:26][CH2:25][C@H:24]([NH2:27])[CH2:23][CH2:22]4)[CH2:15][CH2:14]3)[C:7]=2[O:6][CH2:5]1.C(N(CC)C(C)C)(C)C.[F:37][C:38]([F:45])([F:44])[CH2:39][S:40](Cl)(=[O:42])=[O:41].C([O-])(O)=O.[Na+], predict the reaction product. The product is: [O:4]1[C:8]2[CH:9]=[CH:10][CH:11]=[C:12]([N:13]3[CH2:18][CH2:17][N:16]([CH2:19][CH2:20][C@H:21]4[CH2:26][CH2:25][C@H:24]([NH:27][S:40]([CH2:39][C:38]([F:45])([F:44])[F:37])(=[O:42])=[O:41])[CH2:23][CH2:22]4)[CH2:15][CH2:14]3)[C:7]=2[O:6][CH2:5]1.